Dataset: Merck oncology drug combination screen with 23,052 pairs across 39 cell lines. Task: Regression. Given two drug SMILES strings and cell line genomic features, predict the synergy score measuring deviation from expected non-interaction effect. (1) Drug 1: CN1C(=O)C=CC2(C)C3CCC4(C)C(NC(=O)OCC(F)(F)F)CCC4C3CCC12. Drug 2: CCC1=CC2CN(C1)Cc1c([nH]c3ccccc13)C(C(=O)OC)(c1cc3c(cc1OC)N(C)C1C(O)(C(=O)OC)C(OC(C)=O)C4(CC)C=CCN5CCC31C54)C2. Cell line: SKMEL30. Synergy scores: synergy=5.20. (2) Drug 1: O=c1[nH]cc(F)c(=O)[nH]1. Drug 2: NC1(c2ccc(-c3nc4ccn5c(=O)[nH]nc5c4cc3-c3ccccc3)cc2)CCC1. Cell line: UWB1289BRCA1. Synergy scores: synergy=21.7. (3) Drug 1: COc1cccc2c1C(=O)c1c(O)c3c(c(O)c1C2=O)CC(O)(C(=O)CO)CC3OC1CC(N)C(O)C(C)O1. Drug 2: COC1=C2CC(C)CC(OC)C(O)C(C)C=C(C)C(OC(N)=O)C(OC)C=CC=C(C)C(=O)NC(=CC1=O)C2=O. Cell line: SW620. Synergy scores: synergy=-3.81. (4) Drug 1: CCC1=CC2CN(C1)Cc1c([nH]c3ccccc13)C(C(=O)OC)(c1cc3c(cc1OC)N(C)C1C(O)(C(=O)OC)C(OC(C)=O)C4(CC)C=CCN5CCC31C54)C2. Drug 2: O=C(O)C1(Cc2cccc(Nc3nccs3)n2)CCC(Oc2cccc(Cl)c2F)CC1. Cell line: EFM192B. Synergy scores: synergy=-13.7. (5) Drug 1: COc1cccc2c1C(=O)c1c(O)c3c(c(O)c1C2=O)CC(O)(C(=O)CO)CC3OC1CC(N)C(O)C(C)O1. Drug 2: CCN(CC)CCNC(=O)c1c(C)[nH]c(C=C2C(=O)Nc3ccc(F)cc32)c1C. Cell line: SW837. Synergy scores: synergy=-3.26. (6) Drug 1: N#Cc1ccc(Cn2cncc2CN2CCN(c3cccc(Cl)c3)C(=O)C2)cc1. Drug 2: O=C(NOCC(O)CO)c1ccc(F)c(F)c1Nc1ccc(I)cc1F. Cell line: LOVO. Synergy scores: synergy=12.8. (7) Drug 1: COC12C(COC(N)=O)C3=C(C(=O)C(C)=C(N)C3=O)N1CC1NC12. Drug 2: O=C(NOCC(O)CO)c1ccc(F)c(F)c1Nc1ccc(I)cc1F. Cell line: UACC62. Synergy scores: synergy=7.31. (8) Synergy scores: synergy=-6.96. Drug 2: CNC(=O)c1cc(Oc2ccc(NC(=O)Nc3ccc(Cl)c(C(F)(F)F)c3)cc2)ccn1. Cell line: NCIH2122. Drug 1: CN(Cc1cnc2nc(N)nc(N)c2n1)c1ccc(C(=O)NC(CCC(=O)O)C(=O)O)cc1. (9) Drug 1: Cn1nnc2c(C(N)=O)ncn2c1=O. Drug 2: Cn1cc(-c2cnn3c(N)c(Br)c(C4CCCNC4)nc23)cn1. Cell line: KPL1. Synergy scores: synergy=-17.3.